Dataset: Peptide-MHC class II binding affinity with 134,281 pairs from IEDB. Task: Regression. Given a peptide amino acid sequence and an MHC pseudo amino acid sequence, predict their binding affinity value. This is MHC class II binding data. The peptide sequence is GCNRLKRMAVSGDDC. The MHC is DRB3_0202 with pseudo-sequence DRB3_0202. The binding affinity (normalized) is 0.444.